Dataset: Peptide-MHC class II binding affinity with 134,281 pairs from IEDB. Task: Regression. Given a peptide amino acid sequence and an MHC pseudo amino acid sequence, predict their binding affinity value. This is MHC class II binding data. (1) The peptide sequence is KSSKPLVGPFNFRFMSKGGM. The MHC is DRB4_0101 with pseudo-sequence DRB4_0103. The binding affinity (normalized) is 0.617. (2) The peptide sequence is FETNVSHNVQGATVA. The MHC is HLA-DPA10103-DPB10201 with pseudo-sequence HLA-DPA10103-DPB10201. The binding affinity (normalized) is 0.0507.